This data is from Experimentally validated miRNA-target interactions with 360,000+ pairs, plus equal number of negative samples. The task is: Binary Classification. Given a miRNA mature sequence and a target amino acid sequence, predict their likelihood of interaction. (1) The miRNA is mmu-miR-1961 with sequence UGAGGUAGUAGUUAGAA. The protein sequence of the target gene is MEKPATRKKKSQAPKEEAGAQKATVKGEKTSKGKKATKKPRKPRRPRKEPVLSPEDEAHIFDAFDASFKDDFEGVPVFVPFQRKKPYECGECGRIFKHKTDHIRHQRVHTGEKPFKCDQCGKTFRHSSDVTKHQRIHTGEKPFKCGECGKAFNCGSNLLKHQKTHTGEKPYGCEECGKSFAYSSCLIRHRKRHPRKKH. Result: 0 (no interaction). (2) The miRNA is cel-miR-1819-3p with sequence UGGAAUGAUUGAGCUUGAUGGA. The protein sequence of the target gene is MSTGAFYISSLLEKMTSSDKDFRFMATSDLMSELQKDSIQLDEDSERKVVRTLLRLLEDRSGEVQNLAVKCLGPLVGKVKEYQVENIVDTLCANMRSDKEQLRDIAGIGLKTVLSELPPAATGSGLAINVCRKITGQLTSAIAQQEDVAVQLEALDILSDMLSRLGAPLGTFHASLLHCLLPQLSSPRLAVRKRTVVALGHLAAACSTDLFVELADHLVDRLPGPRAPASPAAIRTLIQCLGSVGRQAGHRLGAHLDRLVPMVEEFCNLDDDELRESCLQAFEAFLRKCPKEMDPHVPNV.... Result: 0 (no interaction). (3) The miRNA is hsa-miR-3115 with sequence AUAUGGGUUUACUAGUUGGU. The protein sequence of the target gene is MSQVPTTYSFDAPTDFINFSSLDAEEDTENIDSWFDEKANLENKFLRQRGIGEPFQGKNSLRKAKLQQGFVTPLKAVDNTYHKETEKENLQKQSIPSNDCSSLDAKRAVSGNTPVQPQRRSIRLSAQKDLEQKEKNHVASVEMKAKRCVAPATDCPPQKRMKVSHKKKLEEEEEGSAPATSRKNERETLEKAKGKHTVPGVPPAREKVLKSTEEQEIEKRLRMQQEVVELRRKNEEFKKLALAGPGQPVKKSTSQVTKTVDFHFLTDERIKQHPKNQEEYKEVNFMSELRKHSSTPARGT.... Result: 0 (no interaction). (4) The miRNA is rno-miR-92a-3p with sequence UAUUGCACUUGUCCCGGCCUG. The protein sequence of the target gene is MSEVTKELLELVWGTKSSPGLSDTIFCRWTQGFVFSESEGSALEQFEGGPCAVIAPVQAFLLKKLLFSSEKSSWRDCSEEEQKELLCHTLCDIVESAYDSSGSYCLVSWLRGRTPEEAARISGSPAQSSCQVEHSSALAVEELGFERFHALIQKRSFRTVSELKDAVLDQYSMWGNKFGVLLFLYSVLLTKGIENIKNSIEDANEPLIDPVYGHGSQSLINLLLTGHAVSNVWDGDRECSGMQLLGIHEQAAVGFLTLMEALRYCKVGSYLKSPKFPIWIVGSETHLTVFFAKDMALVAP.... Result: 0 (no interaction). (5) The miRNA is hsa-miR-4252 with sequence GGCCACUGAGUCAGCACCA. The protein sequence of the target gene is MAAAGGAEGRRAALEAAAAAAPERGGGSCVLCCGDLEATALGRCDHPVCYRCSTKMRVLCEQRYCAVCREELRQVVFGKKLPAFATIPIHQLQHEKKYDIYFADGKVYALYRQLLQHECPRCPELPPFSLFGDLEQHMRRQHELFCCRLCLQHLQIFTYERKWYSRKDLARHRMQGDPDDTSHRGHPLCKFCDERYLDNDELLKHLRRDHYFCHFCDSDGAQDYYSDYAYLREHFREKHFLCEEGRCSTEQFTHAFRTEIDLKAHRTACHSRSRAEARQNRHIDLQFSYAPRHSRRNEGV.... Result: 1 (interaction).